Dataset: Catalyst prediction with 721,799 reactions and 888 catalyst types from USPTO. Task: Predict which catalyst facilitates the given reaction. (1) Reactant: Br[C:2]1[CH:30]=[CH:29][CH:28]=[CH:27][C:3]=1[CH2:4][CH2:5][NH:6][C:7]1[C:8]([C:21]2[CH:26]=[CH:25][CH:24]=[CH:23][CH:22]=2)=[N:9][C:10]2[C:15]([N:16]=1)=[CH:14][C:13]([C:17]([O:19][CH3:20])=[O:18])=[CH:12][CH:11]=2.C1C=CC(P(C2C(C3C(P(C4C=CC=CC=4)C4C=CC=CC=4)=CC=C4C=3C=CC=C4)=C3C(C=CC=C3)=CC=2)C2C=CC=CC=2)=CC=1.C([O-])([O-])=O.[Cs+].[Cs+]. Product: [N:6]1([C:7]2[C:8]([C:21]3[CH:26]=[CH:25][CH:24]=[CH:23][CH:22]=3)=[N:9][C:10]3[C:15]([N:16]=2)=[CH:14][C:13]([C:17]([O:19][CH3:20])=[O:18])=[CH:12][CH:11]=3)[C:2]2[C:3](=[CH:27][CH:28]=[CH:29][CH:30]=2)[CH2:4][CH2:5]1. The catalyst class is: 102. (2) Reactant: C([NH:4][CH2:5][CH2:6][C:7]1[N:8]([CH:29]([C:36]2[CH:41]=[CH:40][CH:39]=[CH:38][CH:37]=2)[C:30]2[CH:35]=[CH:34][CH:33]=[CH:32][CH:31]=2)[C:9]2[C:14]([C:15]=1[CH2:16][CH2:17]CC1C=CC(C(O)=O)=CC=1)=[CH:13][C:12](Cl)=[CH:11][CH:10]=2)(=O)C.[OH-:42].[K+].[ClH:44].[CH3:45][OH:46]. Product: [NH2:4][CH2:5][CH2:6][C:7]1[N:8]([CH:29]([C:36]2[CH:41]=[CH:40][CH:39]=[CH:38][CH:37]=2)[C:30]2[CH:35]=[CH:34][CH:33]=[CH:32][CH:31]=2)[C:9]2[C:14]([C:15]=1[CH:16]([CH3:17])[CH2:15][C:14]1[CH:9]=[CH:10][C:11]([C:45]([OH:46])=[O:42])=[CH:12][CH:13]=1)=[CH:13][C:12]([Cl:44])=[CH:11][CH:10]=2. The catalyst class is: 6.